This data is from Full USPTO retrosynthesis dataset with 1.9M reactions from patents (1976-2016). The task is: Predict the reactants needed to synthesize the given product. (1) Given the product [Cl:16][C:17]1[CH:22]=[C:21]([CH2:9][C:8]2[C:7]([F:6])=[CH:14][CH:13]=[CH:12][C:11]=2[F:15])[N:20]=[CH:19][N:18]=1, predict the reactants needed to synthesize it. The reactants are: [Cl-].C[SiH](C)C.[F:6][C:7]1[CH:14]=[CH:13][CH:12]=[C:11]([F:15])[C:8]=1[CH2:9]Br.[Cl:16][C:17]1[CH:22]=[C:21](Cl)[N:20]=[CH:19][N:18]=1.O. (2) Given the product [C:47]([NH:46][C:33]1[S:32][C:30]2[C:29]([N:34]=1)=[CH:28][CH:27]=[C:26]([O:25][C:24]1[C:23]([F:43])=[CH:22][C:41]([F:42])=[C:40]([NH:17][C:4](=[O:6])[C:3]3[CH:7]=[CH:8][CH:9]=[C:10]([C:11]([C:14]#[N:15])([CH3:13])[CH3:12])[C:2]=3[Cl:1])[CH:39]=1)[N:31]=2)(=[O:49])[CH3:48], predict the reactants needed to synthesize it. The reactants are: [Cl:1][C:2]1[C:10]([C:11]([C:14]#[N:15])([CH3:13])[CH3:12])=[CH:9][CH:8]=[CH:7][C:3]=1[C:4]([OH:6])=O.C[N:17](C)C=O.N[C:22]1[C:23]([F:43])=[C:24]([CH:39]=[CH:40][C:41]=1[F:42])[O:25][C:26]1[N:31]=[C:30]2[S:32][C:33](CC([NH-])=O)=[N:34][C:29]2=[CH:28][CH:27]=1.O.C[N:46](C)[C:47](=[O:49])[CH3:48].